Dataset: Peptide-MHC class II binding affinity with 134,281 pairs from IEDB. Task: Regression. Given a peptide amino acid sequence and an MHC pseudo amino acid sequence, predict their binding affinity value. This is MHC class II binding data. (1) The peptide sequence is VWEQIFSTWLLKPGA. The MHC is DRB5_0101 with pseudo-sequence DRB5_0101. The binding affinity (normalized) is 0.623. (2) The binding affinity (normalized) is 0.381. The peptide sequence is CIANGVSTKIVTRIS. The MHC is DRB1_0802 with pseudo-sequence DRB1_0802.